Dataset: Reaction yield outcomes from USPTO patents with 853,638 reactions. Task: Predict the reaction yield, written as a fraction of the theoretical maximum amount of product (1.0 means a 100% yield; for example, 0.34 means a 34% yield). (1) The reactants are [CH3:1][CH2:2][O:3][C:4]([CH:6](P(OCC)(OCC)=O)[CH3:7])=[O:5].CC(C)([O-])C.[K+].[O:22]1[CH2:25][C:24](=O)[CH2:23]1. The catalyst is C1COCC1. The product is [O:22]1[CH2:25][C:24](=[C:6]([CH3:7])[C:4]([O:3][CH2:2][CH3:1])=[O:5])[CH2:23]1. The yield is 0.310. (2) The reactants are [C:1]1(B(O)O)[C:10]2[C:5](=[CH:6][CH:7]=[CH:8][CH:9]=2)[CH:4]=[CH:3][CH:2]=1.Br[C:15]1[CH:20]=[CH:19][CH:18]=[C:17]([CH:21]=[O:22])[N:16]=1. The catalyst is C1(C)C=CC=CC=1.C1C=CC([P]([Pd]([P](C2C=CC=CC=2)(C2C=CC=CC=2)C2C=CC=CC=2)([P](C2C=CC=CC=2)(C2C=CC=CC=2)C2C=CC=CC=2)[P](C2C=CC=CC=2)(C2C=CC=CC=2)C2C=CC=CC=2)(C2C=CC=CC=2)C2C=CC=CC=2)=CC=1. The product is [CH:21]([C:17]1[CH:18]=[CH:19][CH:20]=[C:15]([C:1]2[C:10]3[C:5](=[CH:6][CH:7]=[CH:8][CH:9]=3)[CH:4]=[CH:3][CH:2]=2)[N:16]=1)=[O:22]. The yield is 0.870. (3) The reactants are CS(O[CH2:6][C@@H:7]([C:9]1[C:10]([Cl:17])=[N:11][C:12]([Cl:16])=[N:13][C:14]=1Cl)[CH3:8])(=O)=O.[CH3:18][O:19][C:20]1[CH:25]=[CH:24][C:23]([CH2:26][NH2:27])=[CH:22][CH:21]=1.C(N(CC)CC)C. No catalyst specified. The product is [Cl:16][C:12]1[N:11]=[C:10]([Cl:17])[C:9]2[C@@H:7]([CH3:8])[CH2:6][N:27]([CH2:26][C:23]3[CH:24]=[CH:25][C:20]([O:19][CH3:18])=[CH:21][CH:22]=3)[C:14]=2[N:13]=1. The yield is 0.740. (4) The reactants are C([Mg]Br)C.[CH:5]1([C:8]#[CH:9])[CH2:7][CH2:6]1.[N:10]([C:13]1[S:14][C:15]2[CH2:16][CH2:17][O:18][C:19]3[CH:26]=[C:25]([Br:27])[CH:24]=[CH:23][C:20]=3[C:21]=2[N:22]=1)=[N+:11]=[N-:12]. The catalyst is C1COCC1. The product is [Br:27][C:25]1[CH:24]=[CH:23][C:20]2[C:21]3[N:22]=[C:13]([N:10]4[C:8]([CH:5]5[CH2:7][CH2:6]5)=[CH:9][N:12]=[N:11]4)[S:14][C:15]=3[CH2:16][CH2:17][O:18][C:19]=2[CH:26]=1. The yield is 0.640. (5) The reactants are [CH2:1]([C:4]1[N:8]([CH2:9][C:10]2[CH:27]=[CH:26][C:13]3/[C:14](=[CH:23]/[C:24]#[N:25])/[C:15]4[CH:22]=[CH:21][CH:20]=[CH:19][C:16]=4[CH2:17][CH2:18][C:12]=3[CH:11]=2)[C:7]2[CH:28]=[CH:29][CH:30]=[CH:31][C:6]=2[N:5]=1)[CH2:2][CH3:3].[OH-:32].[Na+].O. The catalyst is C(O)C. The product is [CH2:1]([C:4]1[N:8]([CH2:9][C:10]2[CH:27]=[CH:26][C:13]3/[C:14](=[CH:23]/[C:24]([NH2:25])=[O:32])/[C:15]4[CH:22]=[CH:21][CH:20]=[CH:19][C:16]=4[CH2:17][CH2:18][C:12]=3[CH:11]=2)[C:7]2[CH:28]=[CH:29][CH:30]=[CH:31][C:6]=2[N:5]=1)[CH2:2][CH3:3]. The yield is 0.660.